From a dataset of Forward reaction prediction with 1.9M reactions from USPTO patents (1976-2016). Predict the product of the given reaction. (1) The product is: [CH:1]1([CH2:6][CH2:7][C:8]([NH:15][C:14]2[C:16]([CH2:20][CH3:21])=[CH:17][CH:18]=[CH:19][C:13]=2[CH2:11][CH3:12])=[O:9])[CH2:5][CH2:4][CH2:3][CH2:2]1. Given the reactants [CH:1]1([CH2:6][CH2:7][C:8](Cl)=[O:9])[CH2:5][CH2:4][CH2:3][CH2:2]1.[CH2:11]([C:13]1[CH:19]=[CH:18][CH:17]=[C:16]([CH2:20][CH3:21])[C:14]=1[NH2:15])[CH3:12].C(N(CC)CC)C.C(OCC)(=O)C, predict the reaction product. (2) The product is: [CH3:1][C:2]1[C:6]([CH2:7][CH2:8][O:9][C:24]2[CH:29]=[CH:28][C:27]([CH2:30][C:31]([O:33][CH3:34])=[O:32])=[CH:26][CH:25]=2)=[C:5]([CH3:10])[O:4][N:3]=1. Given the reactants [CH3:1][C:2]1[C:6]([CH2:7][CH2:8][OH:9])=[C:5]([CH3:10])[O:4][N:3]=1.C(N(CC)CC)C.S(Cl)(C)(=O)=O.O[C:24]1[CH:29]=[CH:28][C:27]([CH2:30][C:31]([O:33][CH3:34])=[O:32])=[CH:26][CH:25]=1.[H-].[Na+].CS(OCCC1C(C)=NOC=1C)(=O)=O, predict the reaction product. (3) Given the reactants Br[C:2]1[CH:3]=[C:4]2[C:9](=[CH:10][C:11]=1[F:12])[C:8]([OH:13])=[CH:7][CH:6]=[CH:5]2.[CH3:14][N:15](C=O)C, predict the reaction product. The product is: [F:12][C:11]1[C:2]([C:14]#[N:15])=[CH:3][C:4]2[C:9]([CH:10]=1)=[C:8]([OH:13])[CH:7]=[CH:6][CH:5]=2. (4) Given the reactants [O:1]=[C:2]1[CH:7]=[C:6]([C:8]([OH:10])=O)[O:5][C:4]([C:11]([OH:13])=[O:12])=[CH:3]1.C1C=CC2N(O)N=NC=2C=1.CCN=C=NCCCN(C)C.Cl.C([O:43][C:44](=[O:63])[C@H:45]([CH3:62])[CH2:46][C@H:47]([NH2:61])[CH2:48][C:49]1[CH:54]=[CH:53][C:52]([C:55]2[CH:60]=[CH:59][CH:58]=[CH:57][CH:56]=2)=[CH:51][CH:50]=1)C1C=CC=CC=1.C(N(CC)CC)C.C(OC([C@H](C)C[C@H](NC(C1OC(C(O)=O)=CC(=O)C=1)=O)CC1C=CC(C2C=CC=CC=2)=CC=1)=O)C1C=CC=CC=1.B(Cl)(Cl)Cl.Cl, predict the reaction product. The product is: [C:52]1([C:55]2[CH:56]=[CH:57][CH:58]=[CH:59][CH:60]=2)[CH:51]=[CH:50][C:49]([CH2:48][C@@H:47]([NH:61][C:8]([C:6]2[O:5][C:4]([C:11]([OH:13])=[O:12])=[CH:3][C:2](=[O:1])[CH:7]=2)=[O:10])[CH2:46][C@H:45]([C:44]([OH:63])=[O:43])[CH3:62])=[CH:54][CH:53]=1. (5) Given the reactants Cl[C:2]1[N:3]=[C:4]([N:22]2[CH2:27][CH2:26][NH:25][CH2:24][CH:23]2[C:28](=[O:37])[NH:29][C:30]2[CH:35]=[CH:34][CH:33]=[C:32]([CH3:36])[CH:31]=2)[C:5]2[N:11]=[C:10]([C:12]3[CH:17]=[CH:16][C:15]([O:18][CH3:19])=[C:14]([O:20][CH3:21])[CH:13]=3)[CH:9]=[CH:8][C:6]=2[N:7]=1.C([O-])([O-])=O.[K+].[K+].[NH2:44][C:45]1[CH:50]=[CH:49][C:48]([CH3:51])=[CH:47][CH:46]=1, predict the reaction product. The product is: [C:48]1([CH3:51])[CH:49]=[CH:50][C:45]([NH:44][C:2]2[N:3]=[C:4]([N:22]3[CH2:27][CH2:26][NH:25][CH2:24][CH:23]3[C:28](=[O:37])[NH:29][C:30]3[CH:35]=[CH:34][CH:33]=[C:32]([CH3:36])[CH:31]=3)[C:5]3[N:11]=[C:10]([C:12]4[CH:17]=[CH:16][C:15]([O:18][CH3:19])=[C:14]([O:20][CH3:21])[CH:13]=4)[CH:9]=[CH:8][C:6]=3[N:7]=2)=[CH:46][CH:47]=1. (6) Given the reactants [CH2:1]([CH:8]1[C:16]2[C:11](=[CH:12][CH:13]=[C:14]([O:17][CH2:18][CH2:19][NH:20][S:21]([C:24]3[N:25]=[CH:26][N:27]([CH3:29])[CH:28]=3)(=[O:23])=[O:22])[CH:15]=2)[CH2:10][CH:9]1[NH:30][C:31](=O)[C:32]([CH3:36])([CH3:35])[CH2:33][Cl:34])[C:2]1[CH:7]=[CH:6][CH:5]=[CH:4][CH:3]=1, predict the reaction product. The product is: [CH2:1]([CH:8]1[C:16]2[C:11](=[CH:12][CH:13]=[C:14]([O:17][CH2:18][CH2:19][NH:20][S:21]([C:24]3[N:25]=[CH:26][N:27]([CH3:29])[CH:28]=3)(=[O:23])=[O:22])[CH:15]=2)[CH2:10][CH:9]1[NH:30][CH2:31][C:32]([CH3:36])([CH3:35])[CH2:33][Cl:34])[C:2]1[CH:3]=[CH:4][CH:5]=[CH:6][CH:7]=1. (7) Given the reactants [Cl:1][C:2]1[CH:7]=[C:6](Br)[C:5]([Cl:9])=[CH:4][C:3]=1[OH:10].[CH3:11][N:12](C=O)C, predict the reaction product. The product is: [Cl:9][C:5]1[CH:4]=[C:3]([OH:10])[C:2]([Cl:1])=[CH:7][C:6]=1[C:11]#[N:12]. (8) Given the reactants [CH3:1][CH:2]([N:4]([CH2:9][C@@H:10]1[N:15]([C:16]2[N:21]=[CH:20][C:19]([C:22]([OH:31])([C:27]([F:30])([F:29])[F:28])[C:23]([F:26])([F:25])[F:24])=[CH:18][N:17]=2)[CH2:14][CH2:13][N:12](C(OC(C)(C)C)=O)[CH2:11]1)[S:5]([CH3:8])(=[O:7])=[O:6])[CH3:3].C(O)(C(F)(F)F)=O.[Cl:46][C:47]1[N:52]=[CH:51][C:50]([S:53](Cl)(=[O:55])=[O:54])=[CH:49][CH:48]=1, predict the reaction product. The product is: [Cl:46][C:47]1[N:52]=[CH:51][C:50]([S:53]([N:12]2[CH2:13][CH2:14][N:15]([C:16]3[N:17]=[CH:18][C:19]([C:22]([OH:31])([C:23]([F:25])([F:26])[F:24])[C:27]([F:29])([F:30])[F:28])=[CH:20][N:21]=3)[C@@H:10]([CH2:9][N:4]([CH:2]([CH3:3])[CH3:1])[S:5]([CH3:8])(=[O:6])=[O:7])[CH2:11]2)(=[O:55])=[O:54])=[CH:49][CH:48]=1. (9) Given the reactants [O:1]=[C:2]1[C:15]2[CH:14]=[CH:13][CH:12]=[C:11]([C:16]([OH:18])=O)[C:10]=2[S:9][C:8]2[C:3]1=[CH:4][CH:5]=[CH:6][CH:7]=2.C([N:21](CC)CC)C.N.O1CCOCC1, predict the reaction product. The product is: [O:1]=[C:2]1[C:15]2[CH:14]=[CH:13][CH:12]=[C:11]([C:16]([NH2:21])=[O:18])[C:10]=2[S:9][C:8]2[C:3]1=[CH:4][CH:5]=[CH:6][CH:7]=2. (10) Given the reactants [C:1]([O:5][C:6](=[O:26])[NH:7][C:8]1[CH:13]=[CH:12][C:11]([F:14])=[C:10]([O:15][C:16]2[N:21]=[C:20]3[S:22][C:23]([NH2:25])=[N:24][C:19]3=[CH:18][CH:17]=2)[CH:9]=1)([CH3:4])([CH3:3])[CH3:2].[C:27](Cl)(=[O:29])[CH3:28].O, predict the reaction product. The product is: [C:1]([O:5][C:6](=[O:26])[NH:7][C:8]1[CH:13]=[CH:12][C:11]([F:14])=[C:10]([O:15][C:16]2[N:21]=[C:20]3[S:22][C:23]([NH:25][C:27](=[O:29])[CH3:28])=[N:24][C:19]3=[CH:18][CH:17]=2)[CH:9]=1)([CH3:4])([CH3:2])[CH3:3].